Predict the reactants needed to synthesize the given product. From a dataset of Full USPTO retrosynthesis dataset with 1.9M reactions from patents (1976-2016). (1) Given the product [CH:1]([C:4]1[N:13]([NH:14][C:15]([C@@H:17]2[CH2:19][C@@H:18]2[C:20]2[CH:25]=[CH:24][CH:23]=[C:22]([F:28])[CH:21]=2)=[O:16])[C:12](=[O:27])[C:11]2[C:6](=[CH:7][CH:8]=[CH:9][CH:10]=2)[N:5]=1)([CH3:3])[CH3:2], predict the reactants needed to synthesize it. The reactants are: [CH:1]([C:4]1[N:13]([NH:14][C:15]([C@@H:17]2[CH2:19][C@H:18]2[C:20]2[CH:25]=[CH:24][C:23](Cl)=[CH:22][CH:21]=2)=[O:16])[C:12](=[O:27])[C:11]2[C:6](=[CH:7][CH:8]=[CH:9][CH:10]=2)[N:5]=1)([CH3:3])[CH3:2].[F:28]C1C=C([C@H]2C[C@H]2C(O)=O)C=CC=1. (2) Given the product [NH2:1][C:2]1[C:11]2[N:12]=[C:13]([CH2:26][CH2:27][CH3:28])[N:14]([CH2:15][CH2:16][CH2:17][C:18](=[N:30][OH:31])[CH2:19][CH2:20][CH2:21][CH2:22][CH2:23][CH3:24])[C:10]=2[C:9]2[CH:8]=[CH:7][CH:6]=[CH:5][C:4]=2[N:3]=1, predict the reactants needed to synthesize it. The reactants are: [NH2:1][C:2]1[C:11]2[N:12]=[C:13]([CH2:26][CH2:27][CH3:28])[N:14]([CH2:15][CH2:16][CH2:17][C:18](=O)[CH2:19][CH2:20][CH2:21][CH2:22][CH2:23][CH3:24])[C:10]=2[C:9]2[CH:8]=[CH:7][CH:6]=[CH:5][C:4]=2[N:3]=1.Cl.[NH2:30][OH:31]. (3) Given the product [F:25][C:26]([F:46])([F:47])[C:27]1[CH:28]=[C:29]([C@H:37]([O:14][C@H:13]2[CH2:12][CH2:11][C@H:10]([C:15]([O:17][CH2:18][CH3:19])=[O:16])[C@@H:9]([C:20]([O:22][CH2:23][CH3:24])=[O:21])[C@@H:8]2[C:5]2[CH:4]=[CH:3][C:2]([F:1])=[CH:7][CH:6]=2)[CH3:38])[CH:30]=[C:31]([C:33]([F:34])([F:35])[F:36])[CH:32]=1, predict the reactants needed to synthesize it. The reactants are: [F:1][C:2]1[CH:7]=[CH:6][C:5]([C@@H:8]2[C@@H:13]([OH:14])[CH2:12][CH2:11][C@H:10]([C:15]([O:17][CH2:18][CH3:19])=[O:16])[C@H:9]2[C:20]([O:22][CH2:23][CH3:24])=[O:21])=[CH:4][CH:3]=1.[F:25][C:26]([F:47])([F:46])[C:27]1[CH:28]=[C:29]([C@@H:37](OC(=N)C(Cl)(Cl)Cl)[CH3:38])[CH:30]=[C:31]([C:33]([F:36])([F:35])[F:34])[CH:32]=1.[H+].[B-](F)(F)(F)F. (4) Given the product [I:1][C:2]1[CH:3]=[C:4]([N:8]2[C:16]3[C:11](=[CH:12][C:13]([O:17][CH3:18])=[CH:14][CH:15]=3)[C:10]([C:19]([NH2:23])=[O:21])=[N:9]2)[CH:5]=[CH:6][CH:7]=1, predict the reactants needed to synthesize it. The reactants are: [I:1][C:2]1[CH:3]=[C:4]([N:8]2[C:16]3[C:11](=[CH:12][C:13]([O:17][CH3:18])=[CH:14][CH:15]=3)[C:10]([C:19]([O:21]C)=O)=[N:9]2)[CH:5]=[CH:6][CH:7]=1.[NH3:23].